From a dataset of Catalyst prediction with 721,799 reactions and 888 catalyst types from USPTO. Predict which catalyst facilitates the given reaction. (1) Reactant: [F:1][C:2]1([F:34])[O:6][C:5]2[CH:7]=[CH:8][C:9]([CH2:11][NH:12][CH:13]3[CH2:18][CH2:17][N:16]([CH2:19][CH2:20][N:21]4[C:30]5[C:25](=[CH:26][CH:27]=[C:28]([O:31][CH3:32])[CH:29]=5)[N:24]=[CH:23][C:22]4=[O:33])[CH2:15][CH2:14]3)=[CH:10][C:4]=2[O:3]1.[ClH:35].C(OCC)(=O)C. Product: [ClH:35].[F:34][C:2]1([F:1])[O:6][C:5]2[CH:7]=[CH:8][C:9]([CH2:11][NH:12][CH:13]3[CH2:18][CH2:17][N:16]([CH2:19][CH2:20][N:21]4[C:30]5[C:25](=[CH:26][CH:27]=[C:28]([O:31][CH3:32])[CH:29]=5)[N:24]=[CH:23][C:22]4=[O:33])[CH2:15][CH2:14]3)=[CH:10][C:4]=2[O:3]1. The catalyst class is: 22. (2) Reactant: [OH-].[Na+].Br.[Br:4][CH2:5][CH2:6][NH2:7].[C:8](O[C:8]([O:10][C:11]([CH3:14])([CH3:13])[CH3:12])=[O:9])([O:10][C:11]([CH3:14])([CH3:13])[CH3:12])=[O:9]. Product: [C:11]([O:10][C:8](=[O:9])[NH:7][CH2:6][CH2:5][Br:4])([CH3:14])([CH3:13])[CH3:12]. The catalyst class is: 5. (3) Reactant: [CH2:1]([N:3]1[CH2:8][CH2:7][N:6]([C:9]2[CH:14]=[CH:13][C:12]([N+:15]([O-])=O)=[CH:11][N:10]=2)[CH2:5][CH2:4]1)[CH3:2]. Product: [CH2:1]([N:3]1[CH2:4][CH2:5][N:6]([C:9]2[N:10]=[CH:11][C:12]([NH2:15])=[CH:13][CH:14]=2)[CH2:7][CH2:8]1)[CH3:2]. The catalyst class is: 94. (4) The catalyst class is: 10. Reactant: [CH3:1][C:2]1[C@@H:19]([O:20][C:21]([C@H:23]([OH:40])[C@@H:24]([NH:31][C:32]([C:34]2[CH:35]=[CH:36][CH:37]=[CH:38][CH:39]=2)=[O:33])[C:25]2[CH:26]=[CH:27][CH:28]=[CH:29][CH:30]=2)=[O:22])[CH2:18][C@:14]2([OH:41])[C:15]([CH3:17])([CH3:16])[C:3]=1[C@@H:4]([O:59][C:60]([CH3:62])=[O:61])[C:5]([C@@:7]1([CH3:58])[C@H:12]([C@@H:13]2[O:42][C:43]([C:45]2[CH:46]=[CH:47][CH:48]=[CH:49][CH:50]=2)=[O:44])[C@:11]2([O:53][C:54]([CH3:56])=[O:55])[CH2:51][O:52][C@@H:10]2[CH2:9][C@@H:8]1[OH:57])=[O:6].C(#N)C. Product: [CH3:1][C:2]1[C@@H:19]([O:20][C:21]([C@H:23]([OH:40])[C@@H:24]([NH:31][C:32]([C:34]2[CH:39]=[CH:38][CH:37]=[CH:36][CH:35]=2)=[O:33])[C:25]2[CH:26]=[CH:27][CH:28]=[CH:29][CH:30]=2)=[O:22])[CH2:18][C@:14]2([OH:41])[C:15]([CH3:16])([CH3:17])[C:3]=1[C@@H:4]([O:59][C:60]([CH3:62])=[O:61])[C:5]([C@@:7]1([CH3:58])[C@H:12]([C@@H:13]2[O:42][C:43]([C:45]2[CH:50]=[CH:49][CH:48]=[CH:47][CH:46]=2)=[O:44])[C@:11]2([O:53][C:54]([CH3:56])=[O:55])[CH2:51][O:52][C@@H:10]2[CH2:9][C@@H:8]1[OH:57])=[O:6].